From a dataset of Peptide-MHC class I binding affinity with 185,985 pairs from IEDB/IMGT. Regression. Given a peptide amino acid sequence and an MHC pseudo amino acid sequence, predict their binding affinity value. This is MHC class I binding data. (1) The peptide sequence is IRTDSGNIL. The MHC is HLA-A31:01 with pseudo-sequence HLA-A31:01. The binding affinity (normalized) is 0.0847. (2) The peptide sequence is ETLPAMCNVY. The MHC is HLA-A24:02 with pseudo-sequence HLA-A24:02. The binding affinity (normalized) is 0. (3) The peptide sequence is STREYLKL. The MHC is H-2-Db with pseudo-sequence H-2-Db. The binding affinity (normalized) is 0. (4) The MHC is HLA-B15:01 with pseudo-sequence HLA-B15:01. The binding affinity (normalized) is 0.0847. The peptide sequence is EHGIVIRAF. (5) The peptide sequence is VLFSIFYKDY. The MHC is HLA-A68:01 with pseudo-sequence HLA-A68:01. The binding affinity (normalized) is 0.348. (6) The binding affinity (normalized) is 0.0847. The peptide sequence is ATKDSFQSF. The MHC is HLA-A80:01 with pseudo-sequence HLA-A80:01. (7) The peptide sequence is GLFTNSSGTQ. The MHC is HLA-A68:01 with pseudo-sequence HLA-A68:01. The binding affinity (normalized) is 0. (8) The peptide sequence is KGFFRVFKK. The MHC is HLA-B46:01 with pseudo-sequence HLA-B46:01. The binding affinity (normalized) is 0.0847.